Dataset: Forward reaction prediction with 1.9M reactions from USPTO patents (1976-2016). Task: Predict the product of the given reaction. (1) Given the reactants [CH3:1][N:2]1[CH2:7][CH2:6][NH:5][CH2:4][CH2:3]1.Cl[CH2:9][C:10]1[CH:39]=[CH:38][C:13]([C:14]([NH:16][C:17]2[CH:22]=[CH:21][C:20]([CH3:23])=[C:19]([NH:24][C:25]3[N:30]=[C:29]([C:31]4[CH:32]=[N+:33]([O-:37])[CH:34]=[CH:35][CH:36]=4)[CH:28]=[CH:27][N:26]=3)[CH:18]=2)=[O:15])=[CH:12][CH:11]=1.C(OCC)(=O)C, predict the reaction product. The product is: [CH3:1][N:2]1[CH2:7][CH2:6][N:5]([CH2:9][C:10]2[CH:11]=[CH:12][C:13]([C:14]([NH:16][C:17]3[CH:22]=[CH:21][C:20]([CH3:23])=[C:19]([NH:24][C:25]4[N:30]=[C:29]([C:31]5[CH:32]=[N+:33]([O-:37])[CH:34]=[CH:35][CH:36]=5)[CH:28]=[CH:27][N:26]=4)[CH:18]=3)=[O:15])=[CH:38][CH:39]=2)[CH2:4][CH2:3]1. (2) Given the reactants C([BH3-])#N.[Na+].[NH2:5][C:6]1[CH:11]=[CH:10][CH:9]=[CH:8][C:7]=1[C:12]([OH:19])([CH2:16][CH2:17][CH3:18])[CH2:13][CH2:14][CH3:15].[CH3:20][C:21]([NH:26][C:27](=[O:33])[O:28][C:29]([CH3:32])([CH3:31])[CH3:30])([CH3:25])[CH2:22][CH:23]=O, predict the reaction product. The product is: [OH:19][C:12]([C:7]1[CH:8]=[CH:9][CH:10]=[CH:11][C:6]=1[NH:5][CH2:23][CH2:22][C:21]([NH:26][C:27](=[O:33])[O:28][C:29]([CH3:32])([CH3:31])[CH3:30])([CH3:25])[CH3:20])([CH2:16][CH2:17][CH3:18])[CH2:13][CH2:14][CH3:15]. (3) Given the reactants [NH:1]([C:7]([O:9][C:10]([CH3:13])([CH3:12])[CH3:11])=[O:8])[C@H:2]([C:4]([OH:6])=O)[CH3:3].CN1CCOCC1.ClC(OCC(C)C)=O.[N:29]1[CH:34]=[CH:33][CH:32]=[CH:31][C:30]=1[NH:35][C:36]1[C:37]([NH2:42])=[N:38][CH:39]=[CH:40][CH:41]=1.[NH4+].[Cl-], predict the reaction product. The product is: [O:6]=[C:4]([NH:42][C:37]1[C:36]([NH:35][C:30]2[CH:31]=[CH:32][CH:33]=[CH:34][N:29]=2)=[CH:41][CH:40]=[CH:39][N:38]=1)[C@@H:2]([NH:1][C:7](=[O:8])[O:9][C:10]([CH3:13])([CH3:12])[CH3:11])[CH3:3]. (4) Given the reactants [CH3:1][NH:2][C:3]([C:5]1[S:6][C:7](Br)=[C:8]([CH3:32])[C:9]=1[NH:10][C:11]1[C:16]([Cl:17])=[CH:15][N:14]=[C:13]([NH:18][C:19]2[CH:20]=[CH:21][C:22]3[N:28]([CH3:29])[C:27](=[O:30])[O:26][CH2:25][CH2:24][C:23]=3[CH:31]=2)[N:12]=1)=[O:4].[CH3:34]B(O)O.P([O-])([O-])([O-])=O.[K+].[K+].[K+], predict the reaction product. The product is: [CH3:1][NH:2][C:3]([C:5]1[S:6][C:7]([CH3:34])=[C:8]([CH3:32])[C:9]=1[NH:10][C:11]1[C:16]([Cl:17])=[CH:15][N:14]=[C:13]([NH:18][C:19]2[CH:20]=[CH:21][C:22]3[N:28]([CH3:29])[C:27](=[O:30])[O:26][CH2:25][CH2:24][C:23]=3[CH:31]=2)[N:12]=1)=[O:4]. (5) Given the reactants C[O:2][C:3]1[CH:4]=[C:5]2[CH:11]=[CH:10][NH:9][C:6]2=[N:7][CH:8]=1.B(Br)(Br)Br, predict the reaction product. The product is: [NH:9]1[C:6]2=[N:7][CH:8]=[C:3]([OH:2])[CH:4]=[C:5]2[CH:11]=[CH:10]1. (6) The product is: [C:34]([O:33][C:31](=[O:32])[NH:38][C:39]1[CH:40]=[CH:41][C:42]([O:30][C:27]2[CH:26]=[CH:25][C:24]([C:21]3[CH:22]=[CH:23][C:18](/[CH:17]=[CH:16]/[C:11]4[N:12]([CH2:14][CH3:15])[CH:13]=[C:9]([C:3]5[CH:4]=[CH:5][C:6]([Cl:8])=[CH:7][C:2]=5[Cl:1])[N:10]=4)=[CH:19][CH:20]=3)=[CH:29][CH:28]=2)=[CH:43][CH:44]=1)([CH3:37])([CH3:35])[CH3:36]. Given the reactants [Cl:1][C:2]1[CH:7]=[C:6]([Cl:8])[CH:5]=[CH:4][C:3]=1[C:9]1[N:10]=[C:11](/[CH:16]=[CH:17]/[C:18]2[CH:23]=[CH:22][C:21]([C:24]3[CH:29]=[CH:28][C:27]([OH:30])=[CH:26][CH:25]=3)=[CH:20][CH:19]=2)[N:12]([CH2:14][CH3:15])[CH:13]=1.[C:31]([NH:38][C:39]1[CH:44]=[CH:43][C:42](B(O)O)=[CH:41][CH:40]=1)([O:33][C:34]([CH3:37])([CH3:36])[CH3:35])=[O:32], predict the reaction product. (7) Given the reactants [F:1][C:2]([F:15])([F:14])[C:3]1[C:8](F)=[C:7]([F:10])[C:6]([F:11])=[C:5]([F:12])[C:4]=1[F:13].[CH2:16]([O:23][C:24]([C:26]1[CH:32]=[CH:31][C:29]([O-:30])=[CH:28][CH:27]=1)=[O:25])[C:17]1[CH:22]=[CH:21][CH:20]=[CH:19][CH:18]=1.[K+].[K], predict the reaction product. The product is: [CH2:16]([O:23][C:24]([C:26]1[CH:27]=[CH:28][C:29]([O:30][C:8]2[C:7]([F:10])=[C:6]([F:11])[C:5]([F:12])=[C:4]([F:13])[C:3]=2[C:2]([F:1])([F:15])[F:14])=[CH:31][CH:32]=1)=[O:25])[C:17]1[CH:18]=[CH:19][CH:20]=[CH:21][CH:22]=1. (8) Given the reactants C([O:4][CH2:5][CH2:6][NH:7][C:8](=[O:35])[C:9]1[CH:14]=[CH:13][C:12]([Cl:15])=[C:11]([N:16]([CH3:34])[C:17]([C:19]2[S:33][C:22]3[C:23]4[CH:31]=[CH:30][C:29](Br)=[CH:28][C:24]=4[O:25][CH2:26][CH2:27][C:21]=3[CH:20]=2)=[O:18])[CH:10]=1)(=O)C.CC1(C)C2[C:58](=C(P(C3C=CC=CC=3)C3C=CC=CC=3)C=CC=2)[O:57]C2C(P(C3C=CC=CC=3)C3C=CC=CC=3)=CC=CC1=2.[CH3:78][NH2:79].Cl.C([O-])([O-])=O.[Na+].[Na+], predict the reaction product. The product is: [Cl:15][C:12]1[CH:13]=[CH:14][C:9]([C:8](=[O:35])[NH:7][CH2:6][CH2:5][OH:4])=[CH:10][C:11]=1[N:16]([CH3:34])[C:17]([C:19]1[S:33][C:22]2[C:23]3[CH:31]=[CH:30][C:29]([C:58]([NH:79][CH3:78])=[O:57])=[CH:28][C:24]=3[O:25][CH2:26][CH2:27][C:21]=2[CH:20]=1)=[O:18]. (9) Given the reactants [Br:1][C:2]1[C:3]([O:8][C:9]2[CH:15]=[CH:14][C:12]([NH2:13])=[CH:11][CH:10]=2)=[N:4][CH:5]=[CH:6][CH:7]=1.Br[C:17]1[C:22]([CH3:23])=[CH:21][CH:20]=[CH:19][N:18]=1, predict the reaction product. The product is: [Br:1][C:2]1[C:3]([O:8][C:9]2[CH:15]=[CH:14][C:12]([NH:13][C:17]3[C:22]([CH3:23])=[CH:21][CH:20]=[CH:19][N:18]=3)=[CH:11][CH:10]=2)=[N:4][CH:5]=[CH:6][CH:7]=1.